This data is from Forward reaction prediction with 1.9M reactions from USPTO patents (1976-2016). The task is: Predict the product of the given reaction. (1) Given the reactants C1([SiH3])C=CC=CC=1.[NH2:8][C:9]1[C:28]([C:29]([O:31]CC=C)=[O:30])=[C:12]2[N:13]=[C:14]3[CH2:20][CH2:19][N:18]([C:21]([O:23][C:24]([CH3:27])([CH3:26])[CH3:25])=[O:22])[CH2:17][C:15]3=[CH:16][N:11]2[N:10]=1, predict the reaction product. The product is: [NH2:8][C:9]1[C:28]([C:29]([OH:31])=[O:30])=[C:12]2[N:13]=[C:14]3[CH2:20][CH2:19][N:18]([C:21]([O:23][C:24]([CH3:26])([CH3:27])[CH3:25])=[O:22])[CH2:17][C:15]3=[CH:16][N:11]2[N:10]=1. (2) Given the reactants [NH:1]1[CH:5]=[CH:4][C:3]([C:6]2[CH:13]=[CH:12][C:9]([C:10]#[N:11])=[CH:8][CH:7]=2)=[N:2]1.Br[C:15]1[CH:20]=[CH:19][C:18]([C:21](=[O:24])[CH2:22][CH3:23])=[CH:17][CH:16]=1.C([O-])([O-])=O.[Cs+].[Cs+], predict the reaction product. The product is: [C:21]([C:18]1[CH:19]=[CH:20][C:15]([N:1]2[CH:5]=[CH:4][C:3]([C:6]3[CH:13]=[CH:12][C:9]([C:10]#[N:11])=[CH:8][CH:7]=3)=[N:2]2)=[CH:16][CH:17]=1)(=[O:24])[CH2:22][CH3:23]. (3) Given the reactants [CH3:1][O:2][CH:3]1[CH2:20][N:19](C(OC(C)(C)C)=O)[CH2:18][CH2:17][C:4]21[C:8](=[O:9])[N:7]([C:10]1[CH2:11][O:12][C:13](=[O:16])[C:14]=1[CH3:15])[CH2:6][CH2:5]2, predict the reaction product. The product is: [CH3:1][O:2][CH:3]1[CH2:20][NH:19][CH2:18][CH2:17][C:4]21[C:8](=[O:9])[N:7]([C:10]1[CH2:11][O:12][C:13](=[O:16])[C:14]=1[CH3:15])[CH2:6][CH2:5]2. (4) Given the reactants [OH:1][CH:2]1[CH2:7][N:6]([C:8]([O:10][C:11]([CH3:14])([CH3:13])[CH3:12])=[O:9])[CH2:5][CH:4]([C:15]([O:17][CH3:18])=[O:16])[CH2:3]1.CC(OI1(OC(C)=O)(OC(C)=O)OC(=O)C2C=CC=CC1=2)=O, predict the reaction product. The product is: [O:1]=[C:2]1[CH2:7][N:6]([C:8]([O:10][C:11]([CH3:12])([CH3:13])[CH3:14])=[O:9])[CH2:5][CH:4]([C:15]([O:17][CH3:18])=[O:16])[CH2:3]1. (5) The product is: [CH2:1]([N:3]1[CH2:6][CH2:7][CH:38]([C:32]2[CH:31]=[C:30]([NH:29][C:26]3[N:27]=[CH:28][C:23]4[S:22][C:21]([C:44]([NH2:46])=[O:45])=[C:20]([C:15]5[CH:16]=[CH:17][CH:18]=[CH:19][C:14]=5[O:13][CH3:12])[C:24]=4[N:25]=3)[N:34]([CH:35]([CH3:37])[CH3:36])[N:33]=2)[CH2:5][CH2:4]1)[CH3:2]. Given the reactants [CH2:1]([N:3]([CH2:6][CH3:7])[CH2:4][CH3:5])[CH3:2].ICC.Cl.[CH3:12][O:13][C:14]1[CH:19]=[CH:18][CH:17]=[CH:16][C:15]=1[C:20]1[C:24]2[N:25]=[C:26]([NH:29][C:30]3[N:34]([CH:35]([CH3:37])[CH3:36])[N:33]=[C:32]([CH:38]4CCNCC4)[CH:31]=3)[N:27]=[CH:28][C:23]=2[S:22][C:21]=1[C:44]([NH2:46])=[O:45], predict the reaction product.